From a dataset of Catalyst prediction with 721,799 reactions and 888 catalyst types from USPTO. Predict which catalyst facilitates the given reaction. (1) Reactant: [CH2:1]([OH:8])[C:2]1[CH:7]=[CH:6][CH:5]=[CH:4][CH:3]=1.[Si:9](Cl)(C(C)(C)C)(C)C.N1C=CN=C1. Product: [SiH3:9][O:8][CH2:1][C:2]1[CH:7]=[CH:6][CH:5]=[CH:4][CH:3]=1. The catalyst class is: 172. (2) Product: [NH2:13][C:14]1[C:15]([C:19]2[N:20]([CH2:31][CH3:32])[C:21]3[CH:26]=[C:25]([CH2:27][N:37]4[C:33](=[O:43])[C:34]5[C:35](=[CH:39][CH:40]=[CH:41][CH:42]=5)[C:36]4=[O:38])[N:24]=[C:23]([Cl:29])[C:22]=3[N:30]=2)=[N:16][O:17][N:18]=1. The catalyst class is: 1. Reactant: N(C(OCC)=O)=NC(OCC)=O.[NH2:13][C:14]1[C:15]([C:19]2[N:20]([CH2:31][CH3:32])[C:21]3[CH:26]=[C:25]([CH2:27]O)[N:24]=[C:23]([Cl:29])[C:22]=3[N:30]=2)=[N:16][O:17][N:18]=1.[C:33]1(=[O:43])[NH:37][C:36](=[O:38])[C:35]2=[CH:39][CH:40]=[CH:41][CH:42]=[C:34]12.C1(P(C2C=CC=CC=2)C2C=CC=CC=2)C=CC=CC=1. (3) Reactant: [Br:1][C:2]1[CH:7]=[C:6]([Cl:8])[CH:5]=[C:4]([F:9])[C:3]=1N.F[B-](F)(F)F.N#[O+].[C-:18]#[N:19].[K+]. Product: [Br:1][C:2]1[CH:7]=[C:6]([Cl:8])[CH:5]=[C:4]([F:9])[C:3]=1[C:18]#[N:19]. The catalyst class is: 2. (4) Reactant: [Cl:1][C:2]1[C:3]([C:9]([OH:11])=[O:10])=[N:4][C:5](Cl)=[CH:6][CH:7]=1.[NH:12]1[CH2:17][CH2:16][O:15][CH2:14][CH2:13]1. Product: [Cl:1][C:2]1[C:3]([C:9]([OH:11])=[O:10])=[N:4][C:5]([N:12]2[CH2:17][CH2:16][O:15][CH2:14][CH2:13]2)=[CH:6][CH:7]=1. The catalyst class is: 44. (5) Reactant: C([N:4](C(C)C)CC)(C)C.[Br:10][C:11]1[CH:12]=[N:13][C:14]([N:17]2[C:25]3[C:20](=[CH:21][CH:22]=[C:23]([C:26]([N:28]([CH2:30][C:31](O)=[O:32])[CH3:29])=[O:27])[CH:24]=3)[C:19]([S:34]([CH3:36])=[O:35])=[CH:18]2)=[N:15][CH:16]=1.BrC1C=NC(N2C3C(=CC=C(C(O)=O)C=3)C(SC)=C2)=NC=1.CN(C(ON1N=NC2C=CC=CC1=2)=[N+](C)C)C.[B-](F)(F)(F)F.Cl.CNCC(OC)=O. Product: [NH2:4][C:31](=[O:32])[CH2:30][N:28]([CH3:29])[C:26]([C:23]1[CH:24]=[C:25]2[C:20]([C:19]([S:34]([CH3:36])=[O:35])=[CH:18][N:17]2[C:14]2[N:13]=[CH:12][C:11]([Br:10])=[CH:16][N:15]=2)=[CH:21][CH:22]=1)=[O:27]. The catalyst class is: 3. (6) Reactant: [CH3:1][C:2]1[N:3]=[C:4]([C:8]2[CH:9]=[N:10][CH:11]=[CH:12][CH:13]=2)[S:5][C:6]=1[NH2:7].C(N(CC)CC)C.[F:21][C:22]([F:28])([F:27])[CH2:23][C:24](Cl)=[O:25]. Product: [F:21][C:22]([F:28])([F:27])[CH2:23][C:24]([NH:7][C:6]1[S:5][C:4]([C:8]2[CH:9]=[N:10][CH:11]=[CH:12][CH:13]=2)=[N:3][C:2]=1[CH3:1])=[O:25]. The catalyst class is: 1. (7) Reactant: [Br:1][C:2]1[CH:3]=[C:4]([CH2:8][NH:9][CH2:10][CH:11]([O:14][CH3:15])[O:12][CH3:13])[S:5][C:6]=1[CH3:7].[CH3:16][C:17]1[CH:22]=[CH:21][C:20]([S:23](Cl)(=[O:25])=[O:24])=[CH:19][CH:18]=1. Product: [Br:1][C:2]1[CH:3]=[C:4]([CH2:8][N:9]([CH2:10][CH:11]([O:14][CH3:15])[O:12][CH3:13])[S:23]([C:20]2[CH:21]=[CH:22][C:17]([CH3:16])=[CH:18][CH:19]=2)(=[O:25])=[O:24])[S:5][C:6]=1[CH3:7]. The catalyst class is: 34.